From a dataset of Forward reaction prediction with 1.9M reactions from USPTO patents (1976-2016). Predict the product of the given reaction. (1) Given the reactants [Cl:1][C:2]1[CH:35]=[CH:34][C:5]([CH2:6][N:7]2[C:12](SCC)=[N:11][C:10](=[O:16])[N:9]([CH2:17][CH2:18][C@H:19]([NH:25][C:26]([O:28][C:29]([CH3:32])([CH3:31])[CH3:30])=[O:27])[C:20]([O:22][CH2:23][CH3:24])=[O:21])[C:8]2=[O:33])=[CH:4][CH:3]=1.[CH3:36][C:37]1[CH:38]=[C:39]([CH:41]=[CH:42][C:43]=1[O:44][CH:45]([CH3:47])[CH3:46])[NH2:40].C(O)(=O)C.C(=O)(O)[O-].[Na+], predict the reaction product. The product is: [Cl:1][C:2]1[CH:3]=[CH:4][C:5]([CH2:6][N:7]2[C:12](=[N:40][C:39]3[CH:41]=[CH:42][C:43]([O:44][CH:45]([CH3:46])[CH3:47])=[C:37]([CH3:36])[CH:38]=3)[NH:11][C:10](=[O:16])[N:9]([CH2:17][CH2:18][C@H:19]([NH:25][C:26]([O:28][C:29]([CH3:31])([CH3:30])[CH3:32])=[O:27])[C:20]([O:22][CH2:23][CH3:24])=[O:21])[C:8]2=[O:33])=[CH:34][CH:35]=1. (2) Given the reactants [C:1](OC(=O)C)(=[O:3])C.C(O)=O.[NH2:11][C:12]1[CH:19]=[CH:18][C:15]([C:16]#[N:17])=[CH:14][C:13]=1[O:20][CH3:21], predict the reaction product. The product is: [C:16]([C:15]1[CH:18]=[CH:19][C:12]([NH:11][CH:1]=[O:3])=[C:13]([O:20][CH3:21])[CH:14]=1)#[N:17]. (3) Given the reactants [CH3:1][O:2][C:3]1[CH:4]=[C:5]2[C:10](=[CH:11][C:12]=1[O:13][CH2:14][CH:15]1[CH2:20][CH2:19][NH:18][CH2:17][CH2:16]1)[N:9]=[CH:8][N:7]=[C:6]2[O:21][C:22]1[CH:23]=[C:24]2[C:28](=[CH:29][CH:30]=1)[NH:27][C:26]([CH3:31])=[CH:25]2.[I-].[K+].Cl.Cl[CH2:36][CH2:37][N:38]1[CH2:43][CH2:42][O:41][CH2:40][CH2:39]1.C(=O)([O-])O.[Na+], predict the reaction product. The product is: [CH3:1][O:2][C:3]1[CH:4]=[C:5]2[C:10](=[CH:11][C:12]=1[O:13][CH2:14][CH:15]1[CH2:20][CH2:19][N:18]([CH2:36][CH2:37][N:38]3[CH2:43][CH2:42][O:41][CH2:40][CH2:39]3)[CH2:17][CH2:16]1)[N:9]=[CH:8][N:7]=[C:6]2[O:21][C:22]1[CH:23]=[C:24]2[C:28](=[CH:29][CH:30]=1)[NH:27][C:26]([CH3:31])=[CH:25]2. (4) Given the reactants [Cl:1][C:2]1[CH:7]=[CH:6][C:5]([C@@H:8]([O:11][Si](CC)(CC)CC)[CH2:9]I)=[CH:4][C:3]=1[NH:19][S:20]([CH3:23])(=[O:22])=[O:21].CCCC[N+](CCCC)(CCCC)CCCC.[F-].C1COCC1, predict the reaction product. The product is: [Cl:1][C:2]1[CH:7]=[CH:6][C:5]([C@@H:8]2[CH2:9][O:11]2)=[CH:4][C:3]=1[NH:19][S:20]([CH3:23])(=[O:22])=[O:21].